Dataset: NCI-60 drug combinations with 297,098 pairs across 59 cell lines. Task: Regression. Given two drug SMILES strings and cell line genomic features, predict the synergy score measuring deviation from expected non-interaction effect. (1) Cell line: HCT116. Synergy scores: CSS=28.7, Synergy_ZIP=-3.15, Synergy_Bliss=-7.13, Synergy_Loewe=-44.2, Synergy_HSA=-7.76. Drug 1: C1CCC(C1)C(CC#N)N2C=C(C=N2)C3=C4C=CNC4=NC=N3. Drug 2: C1=CC(=C2C(=C1NCCNCCO)C(=O)C3=C(C=CC(=C3C2=O)O)O)NCCNCCO. (2) Drug 1: C1CC(C1)(C(=O)O)C(=O)O.[NH2-].[NH2-].[Pt+2]. Drug 2: COC1=C2C(=CC3=C1OC=C3)C=CC(=O)O2. Cell line: SK-MEL-5. Synergy scores: CSS=29.6, Synergy_ZIP=2.71, Synergy_Bliss=6.62, Synergy_Loewe=1.81, Synergy_HSA=8.04. (3) Drug 1: C1=CC=C(C(=C1)C(C2=CC=C(C=C2)Cl)C(Cl)Cl)Cl. Drug 2: C1C(C(OC1N2C=NC(=NC2=O)N)CO)O. Cell line: HCT116. Synergy scores: CSS=7.92, Synergy_ZIP=-7.52, Synergy_Bliss=-4.95, Synergy_Loewe=-9.60, Synergy_HSA=-5.06. (4) Drug 1: CCC1=C2CN3C(=CC4=C(C3=O)COC(=O)C4(CC)O)C2=NC5=C1C=C(C=C5)O. Drug 2: CC1=C(C(=CC=C1)Cl)NC(=O)C2=CN=C(S2)NC3=CC(=NC(=N3)C)N4CCN(CC4)CCO. Cell line: NCI-H522. Synergy scores: CSS=26.7, Synergy_ZIP=-8.05, Synergy_Bliss=0.648, Synergy_Loewe=2.95, Synergy_HSA=3.90. (5) Cell line: HCT116. Synergy scores: CSS=4.43, Synergy_ZIP=-1.78, Synergy_Bliss=-1.40, Synergy_Loewe=-1.75, Synergy_HSA=-1.73. Drug 2: CCCCC(=O)OCC(=O)C1(CC(C2=C(C1)C(=C3C(=C2O)C(=O)C4=C(C3=O)C=CC=C4OC)O)OC5CC(C(C(O5)C)O)NC(=O)C(F)(F)F)O. Drug 1: CS(=O)(=O)C1=CC(=C(C=C1)C(=O)NC2=CC(=C(C=C2)Cl)C3=CC=CC=N3)Cl. (6) Drug 1: C1=CC(=CC=C1CCCC(=O)O)N(CCCl)CCCl. Drug 2: CC1C(C(=O)NC(C(=O)N2CCCC2C(=O)N(CC(=O)N(C(C(=O)O1)C(C)C)C)C)C(C)C)NC(=O)C3=C4C(=C(C=C3)C)OC5=C(C(=O)C(=C(C5=N4)C(=O)NC6C(OC(=O)C(N(C(=O)CN(C(=O)C7CCCN7C(=O)C(NC6=O)C(C)C)C)C)C(C)C)C)N)C. Cell line: NCIH23. Synergy scores: CSS=52.0, Synergy_ZIP=-0.186, Synergy_Bliss=-0.306, Synergy_Loewe=-0.153, Synergy_HSA=-0.299.